The task is: Regression. Given a peptide amino acid sequence and an MHC pseudo amino acid sequence, predict their binding affinity value. This is MHC class I binding data.. This data is from Peptide-MHC class I binding affinity with 185,985 pairs from IEDB/IMGT. (1) The peptide sequence is NPKLRNCRI. The MHC is HLA-A26:01 with pseudo-sequence HLA-A26:01. The binding affinity (normalized) is 0.0847. (2) The peptide sequence is ALDHYDCLI. The MHC is HLA-A02:01 with pseudo-sequence HLA-A02:01. The binding affinity (normalized) is 0.520. (3) The peptide sequence is FLIRQLIRL. The MHC is Mamu-A2601 with pseudo-sequence Mamu-A2601. The binding affinity (normalized) is 1.00. (4) The peptide sequence is YMIKLAKEV. The MHC is HLA-A01:01 with pseudo-sequence HLA-A01:01. The binding affinity (normalized) is 0.0847. (5) The peptide sequence is IAMESIVIW. The MHC is HLA-A31:01 with pseudo-sequence HLA-A31:01. The binding affinity (normalized) is 0.138.